This data is from Experimentally validated miRNA-target interactions with 360,000+ pairs, plus equal number of negative samples. The task is: Binary Classification. Given a miRNA mature sequence and a target amino acid sequence, predict their likelihood of interaction. (1) The miRNA is hsa-miR-548ad-3p with sequence GAAAACGACAAUGACUUUUGCA. The protein sequence of the target gene is MHRPNFRPPTPPYPSPGIGGWGGGNNFRGALGGGPRPPSPRDGYGSPHHTPPCGPRARPYGSSQSPRHGGNFSGARFGSPSPGGYPGSYSRSPAGSQHQFGYSPGQQQTYPQGSPRTSTPFGSGRGREKRMSNELESYFKPSMLEDPWAGLEPVSVVDISQQYSNTQTFTGKKGRYFS. Result: 0 (no interaction). (2) The miRNA is hsa-miR-4761-5p with sequence ACAAGGUGUGCAUGCCUGACC. The protein sequence of the target gene is MKGQQKTAETEEGTVQIQEGAVATGEDPTSVAIASIQSAATFPDPNVKYVFRTENGGQVMYRVIQVSEGQLDGQTEGTGAISGYPATQSMTQAVIQGAFTSDDAVDTEGTAAETHYTYFPSTAVGDGAGGTTSGSTAAVVTTQGSEALLGQATPPGTGQFFVMMSPQEVLQGGSQRSIAPRTHPYSPKSEAPRTTRDEKRRAQHNEVERRRRDKINNWIVQLSKIIPDCSMESTKSGQSKGGILSKACDYIQELRQSNHRLSEELQGLDQLQLDNDVLRQQVEDLKNKNLLLRAQLRHHG.... Result: 0 (no interaction). (3) The miRNA is mmu-miR-466d-5p with sequence UGUGUGUGCGUACAUGUACAUG. The protein sequence of the target gene is MTNPMMSVSSLLTSGQQKVPMVPSPFGPPIVDRDVLSSSIAPTDPSQFCVPSQFGSSGLPNANMPNPLSSHFYSGWGILPPEPIKAVTTRNEMFERHHAARAEMEMYSLYQQRRMERVNPKGLSGLGIPLFYGSSCLGGPTGFQGRSTLPASDVHLHRSTFRHLQGNPILLATRPHFTECWGQKYRLRRGAVYQKPPESDTESFKSQAEEKSSSQMPTLSYEEEEYIKDPDIEVDNQQKPRVADGKPTTVPANPHGELHTHQRKPSSLEANAWDDGKGKPSEQVYEGCDGKNGVFRPVSI.... Result: 1 (interaction). (4) The miRNA is hsa-miR-891a-3p with sequence AGUGGCACAUGUUUGUUGUGAG. The protein sequence of the target gene is MQDTVTTSALLDPSHSSVSTQDNSSTGGHTSSTSPQLSKPSITPVPAKSRNPHPRANIRRMRRIIAEDPEWSLAIVPLLTELCIQHIIRNFQKNPILKQMLPEHQQKVLNHLSPDLPLAVTANLIDSENYWLRCCMHRWPVCHVAHHGGSWKRMFFERHLENLLKHFIPGTTDPAVILDLLPLCRNYVRRVHVDQFLPPVQLPAQLRPGDQSDSGSEGEMEEPTVDHYQLGDLVAGLSHLEELDLVYDVKDCGMNFEWNLFLFTYRDCLSLAAAIKACHTLKIFKLTRSKVDDDKARIII.... Result: 0 (no interaction). (5) The miRNA is mmu-miR-127-5p with sequence CUGAAGCUCAGAGGGCUCUGAU. The protein sequence of the target gene is MLPPQPSAAHQGRGGRSGLLPKGPAMLCRLCWLVSYSLAVLLLGCLLFLRKAAKPAGDPTAHQPFWAPPTPRHSRCPPNHTVSSASLSLPSRHRLFLTYRHCRNFSILLEPSGCSKDTFLLLAIKSQPGHVERRAAIRSTWGRVGGWARGRQLKLVFLLGVAGSAPPAQLLAYESREFDDILQWDFTEDFFNLTLKELHLQRWVVAACPQAHFMLKGDDDVFVHVPNVLEFLDGWDPAQDLLVGDVIRQALPNRNTKVKYFIPPSMYRATHYPPYAGGGGYVMSRATVRRLQAIMEDAEL.... Result: 0 (no interaction). (6) The miRNA is hsa-miR-6815-5p with sequence UAGGUGGCGCCGGAGGAGUCAUU. The protein sequence of the target gene is MAAPGPGAGAASGGASGGGAGAGGGASAGSGSSGVGGRLPSRVLELVFSYLELSELRSCALVCKHWYRCLHGDENSEVWRSLCARSLAEEALRTDILCNLPSYKAKVRAFQHAFSTNDCSRNVYIKKNGFTLHRNPIAQSTDGARTKIGFSEGRHAWEVWWEGPLGTVAVIGIATKRAPMQCQGYVALLGSDDQSWGWNLVDNNLLHNGEVNGSFPQCNNAPKYQIGERIRVILDMEDKTLAFERGYEFLGVAFRGLPKACLYPAVSAVYGNTEVTLVYLGKPLDG. Result: 0 (no interaction). (7) The miRNA is hsa-miR-4493 with sequence AGAAGGCCUUUCCAUCUCUGU. The protein sequence of the target gene is MFWKFDLHSSSHIDTLLEREDVTLKELMDEEDVLQECKAQNRKLIEFLLKAECLEDLVSFIIEEPPQDMDEKIRYKYPNISCELLTSDVSQMNDRLGEDESLLMKLYSFLLNDSPLNPLLASFFSKVLSILISRKPEQIVDFLKKKHDFVDLIIKHIGTSAIMDLLLRLLTCIEPPQPRQDVLNWLNEEKIIQRLVEIVHPSQEEDRHSNASQSLCEIVRLSRDQMLQIQNSTEPDPLLATLEKQEIIEQLLSNIFHKEKNESAIVSAIQILLTLLETRRPTFEGHIEICPPGMSHSACS.... Result: 0 (no interaction).